Dataset: Reaction yield outcomes from USPTO patents with 853,638 reactions. Task: Predict the reaction yield, written as a fraction of the theoretical maximum amount of product (1.0 means a 100% yield; for example, 0.34 means a 34% yield). (1) No catalyst specified. The yield is 0.780. The reactants are [NH2:1][C:2]1[N:6]([CH:7]2[CH2:12][CH2:11][CH2:10][NH:9][CH2:8]2)[N:5]=[C:4]([C:13]2[CH:18]=[CH:17][C:16]([O:19][C:20]3[CH:25]=[CH:24][CH:23]=[CH:22][CH:21]=3)=C[CH:14]=2)[C:3]=1[C:26]([NH2:28])=[O:27].[NH2:29]C1N(C2CCCN(C(OCC3C=CC=CC=3)=O)C2)N=C(C2C=NC(OC3C=CC=CC=3)=CC=2)C=1C#N. The product is [NH2:1][C:2]1[N:6]([CH:7]2[CH2:12][CH2:11][CH2:10][NH:9][CH2:8]2)[N:5]=[C:4]([C:13]2[CH:14]=[N:29][C:16]([O:19][C:20]3[CH:21]=[CH:22][CH:23]=[CH:24][CH:25]=3)=[CH:17][CH:18]=2)[C:3]=1[C:26]([NH2:28])=[O:27]. (2) The reactants are [N+:1]([C:4]1[CH:10]=[CH:9][C:7]([NH2:8])=[CH:6][CH:5]=1)([O-:3])=[O:2].[Br:11]Br. The yield is 0.720. The product is [Br:11][C:9]1[CH:10]=[C:4]([N+:1]([O-:3])=[O:2])[CH:5]=[CH:6][C:7]=1[NH2:8]. The catalyst is CC(O)=O. (3) The reactants are C([O:8][C:9]1[CH:18]=[C:17]2[C:12]([CH:13]=[CH:14][C:15]([OH:20])=[C:16]2[Cl:19])=[CH:11][C:10]=1[C:21]1[N:22]=[N:23][C:24]([N:27]([CH3:38])[CH:28]2[CH2:33][C:32]([CH3:35])([CH3:34])[NH:31][C:30]([CH3:37])([CH3:36])[CH2:29]2)=[CH:25][CH:26]=1)C1C=CC=CC=1.B(Br)(Br)Br. The catalyst is C(Cl)Cl. The product is [Cl:19][C:16]1[C:17]2[C:12](=[CH:11][C:10]([C:21]3[N:22]=[N:23][C:24]([N:27]([CH3:38])[CH:28]4[CH2:29][C:30]([CH3:36])([CH3:37])[NH:31][C:32]([CH3:35])([CH3:34])[CH2:33]4)=[CH:25][CH:26]=3)=[C:9]([OH:8])[CH:18]=2)[CH:13]=[CH:14][C:15]=1[OH:20]. The yield is 0.482. (4) The reactants are [F:1][C:2]1[CH:3]=[C:4]([C:8]2[C:12]([C:13]([OH:15])=O)=[C:11]([CH3:16])[O:10][N:9]=2)[CH:5]=[CH:6][CH:7]=1.Cl.C(N=C=NCCCN(C)C)C.[F:29][C:30]1[CH:35]=[CH:34][C:33]([N:36]2[CH2:41][CH2:40][NH:39][CH2:38][CH2:37]2)=[CH:32][CH:31]=1. The catalyst is ClCCl. The product is [F:1][C:2]1[CH:3]=[C:4]([C:8]2[C:12]([C:13]([N:39]3[CH2:38][CH2:37][N:36]([C:33]4[CH:32]=[CH:31][C:30]([F:29])=[CH:35][CH:34]=4)[CH2:41][CH2:40]3)=[O:15])=[C:11]([CH3:16])[O:10][N:9]=2)[CH:5]=[CH:6][CH:7]=1. The yield is 0.720.